Dataset: Full USPTO retrosynthesis dataset with 1.9M reactions from patents (1976-2016). Task: Predict the reactants needed to synthesize the given product. (1) Given the product [Cl:24][C:23]1[CH:22]=[N:21][CH:20]=[C:19]([Cl:25])[C:18]=1[CH2:17][C:16]([C:10]1[C:9]2[N:8]([N:7]=[C:6]([CH:2]=[O:1])[CH:27]=2)[C:13]([O:14][CH3:15])=[CH:12][CH:11]=1)=[O:26], predict the reactants needed to synthesize it. The reactants are: [O:1]1CCO[CH:2]1[C:6]1[CH:27]=[C:9]2[C:10]([C:16](=[O:26])[CH2:17][C:18]3[C:23]([Cl:24])=[CH:22][N:21]=[CH:20][C:19]=3[Cl:25])=[CH:11][CH:12]=[C:13]([O:14][CH3:15])[N:8]2[N:7]=1.O.C1(C)C=CC(S(O)(=O)=O)=CC=1.C(=O)([O-])O.[Na+]. (2) Given the product [Cl:1][C:2]1[N:7]=[C:6]2[S:8][C:9]([S:11][CH3:12])=[N:10][C:5]2=[CH:4][CH:3]=1, predict the reactants needed to synthesize it. The reactants are: [Cl:1][C:2]1[N:7]=[C:6]2[S:8][C:9]([SH:11])=[N:10][C:5]2=[CH:4][CH:3]=1.[CH2:12]1COCC1.C(=O)([O-])[O-].[K+].[K+].CI. (3) The reactants are: [O:1]=[C:2]1[N:7]([C:8]2[CH:13]=[CH:12][C:11]([O:14][CH2:15][C:16]([F:19])([F:18])[F:17])=[CH:10][CH:9]=2)[C:6]([S:20][CH2:21][CH2:22][CH2:23][CH2:24][C:25]#[N:26])=[N:5][C:4]2[CH:27]=[CH:28][NH:29][C:3]1=2.[N:30]([Si](C)(C)C)=[N+:31]=[N-:32].C([Sn](CCCC)=O)CCC.C1(C)C=CC=CC=1. Given the product [NH:30]1[C:25]([CH2:24][CH2:23][CH2:22][CH2:21][S:20][C:6]2[N:7]([C:8]3[CH:13]=[CH:12][C:11]([O:14][CH2:15][C:16]([F:17])([F:18])[F:19])=[CH:10][CH:9]=3)[C:2](=[O:1])[C:3]3[NH:29][CH:28]=[CH:27][C:4]=3[N:5]=2)=[N:26][N:32]=[N:31]1, predict the reactants needed to synthesize it. (4) Given the product [CH2:23]([O:22][C:19]1[CH:20]=[CH:21][C:16]([C:14]2[S:30][C:11]([C:8]3[CH:9]=[CH:10][C:5]([C:3]([O:2][CH3:1])=[O:4])=[CH:6][CH:7]=3)=[CH:12][CH:13]=2)=[CH:17][CH:18]=1)[CH2:24][CH2:25][CH2:26][CH3:27], predict the reactants needed to synthesize it. The reactants are: [CH3:1][O:2][C:3]([C:5]1[CH:10]=[CH:9][C:8]([C:11](=O)[CH2:12][CH2:13][C:14]([C:16]2[CH:21]=[CH:20][C:19]([O:22][CH2:23][CH2:24][CH2:25][CH2:26][CH3:27])=[CH:18][CH:17]=2)=O)=[CH:7][CH:6]=1)=[O:4].P12(SP3(SP(SP(S3)(S1)=S)(=S)S2)=S)=[S:30].O.